From a dataset of Full USPTO retrosynthesis dataset with 1.9M reactions from patents (1976-2016). Predict the reactants needed to synthesize the given product. (1) Given the product [F:19][C:20]1[CH:21]=[C:22]([O:27][CH3:28])[C:23]2[N:24]([CH:2]=[C:3]([CH2:4][C@@H:5]3[CH2:10][CH2:9][CH2:8][CH2:7][NH:6]3)[N:26]=2)[CH:25]=1, predict the reactants needed to synthesize it. The reactants are: Br[CH2:2][C:3](=O)[CH2:4][C@@H:5]1[CH2:10][CH2:9][CH2:8][CH2:7][N:6]1C(OC(C)(C)C)=O.[F:19][C:20]1[CH:21]=[C:22]([O:27][CH3:28])[C:23]([NH2:26])=[N:24][CH:25]=1. (2) Given the product [CH2:25]([O:27][C:28]([C:30]1([C:33]2[CH:38]=[CH:37][C:36]([C:20]3[CH:21]=[CH:22][C:17]([C:16]4[O:15][N:14]=[C:13]([CH3:24])[C:12]=4[C:10](=[O:11])[NH:9][CH2:1][CH2:2][C:3]4[CH:8]=[CH:7][CH:6]=[CH:5][CH:4]=4)=[CH:18][CH:19]=3)=[CH:35][CH:34]=2)[CH2:31][CH2:32]1)=[O:29])[CH3:26], predict the reactants needed to synthesize it. The reactants are: [CH2:1]([NH:9][C:10]([C:12]1[C:13]([CH3:24])=[N:14][O:15][C:16]=1[C:17]1[CH:22]=[CH:21][C:20](Br)=[CH:19][CH:18]=1)=[O:11])[CH2:2][C:3]1[CH:8]=[CH:7][CH:6]=[CH:5][CH:4]=1.[CH2:25]([O:27][C:28]([C:30]1([C:33]2[CH:38]=[CH:37][C:36](B3OC(C)(C)C(C)(C)O3)=[CH:35][CH:34]=2)[CH2:32][CH2:31]1)=[O:29])[CH3:26]. (3) Given the product [CH2:12]([O:1][C:2]1[CH:3]=[C:4]2[C:8](=[CH:9][CH:10]=1)[C:7](=[O:11])[CH2:6][CH2:5]2)[C:13]1[CH:18]=[CH:17][CH:16]=[CH:15][CH:14]=1, predict the reactants needed to synthesize it. The reactants are: [OH:1][C:2]1[CH:3]=[C:4]2[C:8](=[CH:9][CH:10]=1)[C:7](=[O:11])[CH2:6][CH2:5]2.[CH2:12](O)[C:13]1[CH:18]=[CH:17][CH:16]=[CH:15][CH:14]=1.C(P(CCCC)CCCC)CCC.N(C(N1CCCCC1)=O)=NC(N1CCCCC1)=O. (4) Given the product [Cl:26][C:24]1[CH:25]=[C:20]([C:14]2([C:16]([F:17])([F:19])[F:18])[O:13][N:12]=[C:11]([C:5]3[CH:4]=[C:3]4[C:8](=[CH:7][CH:6]=3)[CH2:9][N:31]([C:28](=[O:30])[CH3:29])[CH2:2]4)[CH2:15]2)[CH:21]=[C:22]([Cl:27])[CH:23]=1, predict the reactants needed to synthesize it. The reactants are: Br[CH2:2][C:3]1[CH:4]=[C:5]([C:11]2[CH2:15][C:14]([C:20]3[CH:25]=[C:24]([Cl:26])[CH:23]=[C:22]([Cl:27])[CH:21]=3)([C:16]([F:19])([F:18])[F:17])[O:13][N:12]=2)[CH:6]=[CH:7][C:8]=1[CH2:9]Br.[C:28]([NH2:31])(=[O:30])[CH3:29].[H-].[Na+]. (5) Given the product [Br:1][C:2]1[CH:11]=[C:10]2[C:5]([N:6]=[CH:7][C:8]([C:17]3[CH:16]=[N:15][N:14]([CH3:13])[CH:18]=3)=[N:9]2)=[CH:4][CH:3]=1, predict the reactants needed to synthesize it. The reactants are: [Br:1][C:2]1[CH:11]=[C:10]2[C:5]([N:6]=[CH:7][C:8](Cl)=[N:9]2)=[CH:4][CH:3]=1.[CH3:13][N:14]1[CH:18]=[C:17](B2OC(C)(C)C(C)(C)O2)[CH:16]=[N:15]1.C(=O)([O-])[O-].[Na+].[Na+].COCCOC. (6) The reactants are: [CH3:1][O:2][C:3]([C:5]1([CH2:10][CH2:11][CH:12]=C)[CH2:9][CH2:8][CH2:7][CH2:6]1)=[O:4].I([O-])(=O)(=O)=[O:15].[Na+]. Given the product [CH3:1][O:2][C:3]([C:5]1([CH2:10][CH2:11][CH:12]=[O:15])[CH2:9][CH2:8][CH2:7][CH2:6]1)=[O:4], predict the reactants needed to synthesize it. (7) Given the product [F:2][B-:1]([F:5])([F:4])[F:3].[Cl:20][CH2:19][N+:16]12[CH2:17][CH2:18][N:13]([CH2:12][CH2:11]1)[CH2:14][CH2:15]2, predict the reactants needed to synthesize it. The reactants are: [B-:1]([F:5])([F:4])([F:3])[F:2].[B-](F)(F)(F)F.[CH2:11]1[N+:16]2([CH2:19][Cl:20])[CH2:17][CH2:18][N+:13](F)([CH2:14][CH2:15]2)[CH2:12]1.OS(O)(=O)=O. (8) The reactants are: CO[C:3]1[CH:8]=[CH:7][C:6]([C:9](C2C=CC(OC)=CC=2)=O)=[CH:5][CH:4]=1.[C:19]1([CH3:25])[CH:24]=[CH:23][CH:22]=[CH:21][CH:20]=1. Given the product [CH3:25][C:19]1[CH:24]=[CH:23][C:22]([C:3]2[CH:8]=[CH:7][C:6]([CH3:9])=[CH:5][CH:4]=2)=[CH:21][CH:20]=1, predict the reactants needed to synthesize it. (9) Given the product [CH3:31][C@H:28]1[CH2:29][CH2:30][C@H:25]([N:8]([CH2:7][CH2:6][O:5][CH2:4][C:3]2[CH:32]=[N:41][CH:34]=[CH:35][CH:2]=2)[C:9](=[O:24])[NH:10][C:11]2[S:12][C:13]([S:16][CH2:17][C:48]([OH:57])=[O:47])=[CH:14][N:15]=2)[CH2:26][CH2:27]1, predict the reactants needed to synthesize it. The reactants are: Cl[C:2]1[CH:35]=[CH:34]C=[CH:32][C:3]=1[CH2:4][O:5][CH2:6][CH2:7][N:8]([C@H:25]1[CH2:30][CH2:29][C@H:28]([CH3:31])[CH2:27][CH2:26]1)[C:9](=[O:24])[NH:10][C:11]1[S:12][C:13]([S:16][CH2:17]C(C)(C)C(O)=O)=[CH:14][N:15]=1.Br.BrCC1C=[N:41]C=CC=1.C([O:47][C:48](=[O:57])CSC1SC(N)=NC=1)C. (10) Given the product [Cl:1][C:2]1[N:3]=[C:4]([N:22]2[CH2:27][CH2:26][O:25][CH2:24][CH2:23]2)[C:5]2[S:10][C:9]([C:12]3[CH:13]=[C:14]([N:18]([CH3:28])[C:19](=[O:21])[CH3:20])[CH:15]=[CH:16][CH:17]=3)([I:11])[CH2:8][C:6]=2[N:7]=1, predict the reactants needed to synthesize it. The reactants are: [Cl:1][C:2]1[N:3]=[C:4]([N:22]2[CH2:27][CH2:26][O:25][CH2:24][CH2:23]2)[C:5]2[S:10][C:9]([C:12]3[CH:13]=[C:14]([NH:18][C:19](=[O:21])[CH3:20])[CH:15]=[CH:16][CH:17]=3)([I:11])[CH2:8][C:6]=2[N:7]=1.[C:28](=O)([O-])[O-].[Cs+].[Cs+].IC.